The task is: Predict the reaction yield, written as a fraction of the theoretical maximum amount of product (1.0 means a 100% yield; for example, 0.34 means a 34% yield).. This data is from Reaction yield outcomes from USPTO patents with 853,638 reactions. (1) The reactants are Br[C:2]1[CH:3]=[C:4]([C:8]([N:10]=[S:11]([CH2:19][C:20]([O:22][CH2:23][CH3:24])=[O:21])([C:13]2[CH:18]=[CH:17][CH:16]=[CH:15][CH:14]=2)=[O:12])=[O:9])[CH:5]=[N:6][CH:7]=1.[OH:25][C:26]1[CH:27]=[C:28]([C:32]#[CH:33])[CH:29]=[CH:30][CH:31]=1.C(N(CC)CC)C. The catalyst is CN(C=O)C.C1(P(C2C=CC=CC=2)C2C=CC=CC=2)C=CC=CC=1. The product is [OH:25][C:26]1[CH:27]=[C:28]([C:32]#[C:33][C:2]2[CH:3]=[C:4]([C:8]([N:10]=[S@:11]([CH2:19][C:20]([O:22][CH2:23][CH3:24])=[O:21])([C:13]3[CH:18]=[CH:17][CH:16]=[CH:15][CH:14]=3)=[O:12])=[O:9])[CH:5]=[N:6][CH:7]=2)[CH:29]=[CH:30][CH:31]=1. The yield is 0.940. (2) The reactants are [Br:1][C:2]1[C:3](F)=[C:4]2[C:10]([NH:11][C:12](=[O:21])[C:13]3[CH:18]=[CH:17][C:16]([F:19])=[C:15]([Cl:20])[CH:14]=3)=[CH:9][NH:8][C:5]2=[N:6][CH:7]=1.[NH:23]1[CH2:28][CH2:27][CH2:26][C@@H:25]([NH:29][C:30](=[O:36])[O:31][C:32]([CH3:35])([CH3:34])[CH3:33])[CH2:24]1. The catalyst is CCCCO. The product is [Br:1][C:2]1[C:3]([N:23]2[CH2:28][CH2:27][CH2:26][C@@H:25]([NH:29][C:30](=[O:36])[O:31][C:32]([CH3:34])([CH3:33])[CH3:35])[CH2:24]2)=[C:4]2[C:10]([NH:11][C:12](=[O:21])[C:13]3[CH:18]=[CH:17][C:16]([F:19])=[C:15]([Cl:20])[CH:14]=3)=[CH:9][NH:8][C:5]2=[N:6][CH:7]=1. The yield is 0.310.